From a dataset of Reaction yield outcomes from USPTO patents with 853,638 reactions. Predict the reaction yield, written as a fraction of the theoretical maximum amount of product (1.0 means a 100% yield; for example, 0.34 means a 34% yield). (1) The reactants are [F:1][C:2]1[CH:7]=[CH:6][C:5]([C:8]2[C:12](/[CH:13]=[CH:14]/[C:15]3[CH:16]=[C:17]([C:21]([OH:23])=O)[N:18]([CH3:20])[N:19]=3)=[C:11]([CH3:24])[O:10][N:9]=2)=[CH:4][CH:3]=1.[NH2:25][CH:26]1[CH2:31][CH2:30][O:29][CH2:28][CH2:27]1. No catalyst specified. The product is [O:29]1[CH2:30][CH2:31][CH:26]([NH:25][C:21]([C:17]2[N:18]([CH3:20])[N:19]=[C:15](/[CH:14]=[CH:13]/[C:12]3[C:8]([C:5]4[CH:6]=[CH:7][C:2]([F:1])=[CH:3][CH:4]=4)=[N:9][O:10][C:11]=3[CH3:24])[CH:16]=2)=[O:23])[CH2:27][CH2:28]1. The yield is 0.320. (2) The reactants are [CH3:1][O:2][C:3]([C:5]1[S:6][C:7]([N+]([O-])=O)=[C:8]([S:10]([C:13]2[CH:14]=[N:15][C:16]([Br:20])=[C:17]([Cl:19])[CH:18]=2)(=[O:12])=[O:11])[CH:9]=1)=[O:4].[CH3:24][S-:25].[Na+].C(O)(=O)C. No catalyst specified. The product is [CH3:1][O:2][C:3]([C:5]1[S:6][C:7]([S:25][CH3:24])=[C:8]([S:10]([C:13]2[CH:14]=[N:15][C:16]([Br:20])=[C:17]([Cl:19])[CH:18]=2)(=[O:12])=[O:11])[CH:9]=1)=[O:4]. The yield is 0.230. (3) The reactants are C[N:2](C(ON1N=NC2C=CC=NC1=2)=[N+](C)C)C.F[P-](F)(F)(F)(F)F.[B:25]([C:28]1[CH:33]=[CH:32][C:31]([N:34]([C:39]2[C:57]([CH:58]3[CH2:60][CH2:59]3)=[CH:56][C:42]3[C:43]([C:53]([OH:55])=O)=[C:44]([C:46]4[CH:51]=[CH:50][C:49]([Cl:52])=[CH:48][CH:47]=4)[O:45][C:41]=3[CH:40]=2)[S:35]([CH3:38])(=[O:37])=[O:36])=[CH:30][C:29]=1[Cl:61])([OH:27])[OH:26].CCN(C(C)C)C(C)C.N.CO. The catalyst is CN(C=O)C.CCOC(C)=O.O. The product is [C:53]([C:43]1[C:42]2[CH:56]=[C:57]([CH:58]3[CH2:60][CH2:59]3)[C:39]([N:34]([C:31]3[CH:32]=[CH:33][C:28]([B:25]([OH:27])[OH:26])=[C:29]([Cl:61])[CH:30]=3)[S:35]([CH3:38])(=[O:36])=[O:37])=[CH:40][C:41]=2[O:45][C:44]=1[C:46]1[CH:47]=[CH:48][C:49]([Cl:52])=[CH:50][CH:51]=1)(=[O:55])[NH2:2]. The yield is 0.430. (4) The yield is 0.720. The product is [F:1][C:2]1[C:7]([F:8])=[CH:6][CH:5]=[CH:4][C:3]=1[C@:9]1([OH:31])[CH2:19][CH2:18][C@H:17]([OH:20])[C:12]2=[N:13][CH:14]=[CH:15][CH:16]=[C:11]2[CH2:10]1. The catalyst is O1CCCC1. The reactants are [F:1][C:2]1[C:7]([F:8])=[CH:6][CH:5]=[CH:4][C:3]=1[C@@:9]1([OH:31])[CH2:19][CH2:18][C@H:17]([O:20][Si](C(C)C)(C(C)C)C(C)C)[C:12]2=[N:13][CH:14]=[CH:15][CH:16]=[C:11]2[CH2:10]1.CCCC[N+](CCCC)(CCCC)CCCC.[F-]. (5) The reactants are [O:1]1[CH2:6][CH2:5][N:4]([C:7]2[CH:8]=[C:9]3[C:15]([C:16]([O:18][CH3:19])=[O:17])=[N:14][NH:13][C:10]3=[N:11][CH:12]=2)[CH2:3][CH2:2]1.[Br:20][C:21]1[CH:22]=[C:23](B(O)O)[CH:24]=[CH:25][CH:26]=1. No catalyst specified. The product is [Br:20][C:21]1[CH:26]=[C:25]([N:13]2[C:10]3=[N:11][CH:12]=[C:7]([N:4]4[CH2:3][CH2:2][O:1][CH2:6][CH2:5]4)[CH:8]=[C:9]3[C:15]([C:16]([O:18][CH3:19])=[O:17])=[N:14]2)[CH:24]=[CH:23][CH:22]=1. The yield is 0.800. (6) The reactants are [CH:1]1([NH:4][C:5](=[O:31])[C:6]2[CH:11]=[CH:10][C:9]([C:12]3[N:16]4[N:17]=[C:18]([CH:28]=[O:29])[CH:19]=[C:20]([NH:21][CH2:22][CH2:23][C:24]([F:27])([F:26])[F:25])[C:15]4=[N:14][CH:13]=3)=[CH:8][C:7]=2[CH3:30])[CH2:3][CH2:2]1.Br[Mg][C:34]1[CH:39]=[CH:38][C:37]([O:40][CH3:41])=[C:36]([F:42])[CH:35]=1.BrC1C=CC(OC)=C(F)C=1.[Mg].[Cl-].[NH4+]. The catalyst is O1CCCC1.O. The product is [CH:1]1([NH:4][C:5](=[O:31])[C:6]2[CH:11]=[CH:10][C:9]([C:12]3[N:16]4[N:17]=[C:18]([CH:28]([C:34]5[CH:39]=[CH:38][C:37]([O:40][CH3:41])=[C:36]([F:42])[CH:35]=5)[OH:29])[CH:19]=[C:20]([NH:21][CH2:22][CH2:23][C:24]([F:25])([F:26])[F:27])[C:15]4=[N:14][CH:13]=3)=[CH:8][C:7]=2[CH3:30])[CH2:2][CH2:3]1. The yield is 0.460. (7) The reactants are [Cl:1][C:2]1[N:3]([CH3:13])[C:4]2[C:9]([C:10]=1C=O)=[CH:8][CH:7]=[CH:6][CH:5]=2.[CH3:14][N:15]1C2C(=CC=CC=2)C(C=O)=[CH:16]1. No catalyst specified. The product is [Cl:1][C:2]1([CH2:14][NH:15][CH3:16])[CH2:10][C:9]2[C:4](=[CH:5][CH:6]=[CH:7][CH:8]=2)[N:3]1[CH3:13]. The yield is 0.900. (8) The reactants are [N+:1]([C:4]1[CH:5]=[C:6]2[C:10](=[CH:11][CH:12]=1)[NH:9][C:8]([C:13]([O:15][CH2:16][CH3:17])=[O:14])=[CH:7]2)([O-:3])=[O:2].[C:18](=O)([O-])[O-].[K+].[K+].C1(C)C=CC(S(OC)(=O)=O)=CC=1.O. The yield is 0.960. The product is [CH3:18][N:9]1[C:10]2[C:6](=[CH:5][C:4]([N+:1]([O-:3])=[O:2])=[CH:12][CH:11]=2)[CH:7]=[C:8]1[C:13]([O:15][CH2:16][CH3:17])=[O:14]. The catalyst is C(#N)C.